From a dataset of Full USPTO retrosynthesis dataset with 1.9M reactions from patents (1976-2016). Predict the reactants needed to synthesize the given product. (1) Given the product [F:40][C:41]1[CH:42]=[C:43]([CH:59]=[CH:60][CH:61]=1)[CH2:44][N:45]1[CH:49]=[C:48]([C:2]2[C:10]3[C:5](=[N:6][CH:7]=[C:8]([C:11]4[N:12]=[CH:13][C:14]([N:17]5[CH2:22][CH2:21][N:20]([C:23]([O:25][C:26]([CH3:29])([CH3:28])[CH3:27])=[O:24])[CH2:19][CH2:18]5)=[N:15][CH:16]=4)[CH:9]=3)[N:4]([S:30]([C:33]3[CH:39]=[CH:38][C:36]([CH3:37])=[CH:35][CH:34]=3)(=[O:32])=[O:31])[CH:3]=2)[CH:47]=[N:46]1, predict the reactants needed to synthesize it. The reactants are: I[C:2]1[C:10]2[C:5](=[N:6][CH:7]=[C:8]([C:11]3[N:12]=[CH:13][C:14]([N:17]4[CH2:22][CH2:21][N:20]([C:23]([O:25][C:26]([CH3:29])([CH3:28])[CH3:27])=[O:24])[CH2:19][CH2:18]4)=[N:15][CH:16]=3)[CH:9]=2)[N:4]([S:30]([C:33]2[CH:39]=[CH:38][C:36]([CH3:37])=[CH:35][CH:34]=2)(=[O:32])=[O:31])[CH:3]=1.[F:40][C:41]1[CH:42]=[C:43]([CH:59]=[CH:60][CH:61]=1)[CH2:44][N:45]1[CH:49]=[C:48](B2OC(C)(C)C(C)(C)O2)[CH:47]=[N:46]1.C(=O)([O-])[O-].[Na+].[Na+]. (2) The reactants are: [CH2:1]([O:3][CH:4]([C:10](=O)[C:11]([O:13]CC)=O)[C:5]([O:7][CH2:8][CH3:9])=[O:6])[CH3:2].[CH3:17][NH:18][C:19]([NH2:21])=[O:20].C(O)(=O)C. Given the product [CH2:1]([O:3][C:4](=[C:10]1[C:11](=[O:13])[N:18]([CH3:17])[C:19](=[O:20])[NH:21]1)[C:5]([O:7][CH2:8][CH3:9])=[O:6])[CH3:2], predict the reactants needed to synthesize it. (3) Given the product [CH3:1][O:2][C:3]1[CH:4]=[C:5]([C:11]2[NH:15][N:14]=[C:13]([CH3:16])[C:12]=2[NH:17][C:23](=[O:24])[C:22]2[CH:26]=[CH:27][CH:28]=[C:20]([O:19][CH3:18])[CH:21]=2)[CH:6]=[CH:7][C:8]=1[O:9][CH3:10], predict the reactants needed to synthesize it. The reactants are: [CH3:1][O:2][C:3]1[CH:4]=[C:5]([C:11]2[NH:15][N:14]=[C:13]([CH3:16])[C:12]=2[NH2:17])[CH:6]=[CH:7][C:8]=1[O:9][CH3:10].[CH3:18][O:19][C:20]1[CH:21]=[C:22]([CH:26]=[CH:27][CH:28]=1)[C:23](Cl)=[O:24].